Dataset: Forward reaction prediction with 1.9M reactions from USPTO patents (1976-2016). Task: Predict the product of the given reaction. (1) Given the reactants [CH2:1]([C:8]1[C:9]([NH:26][C:27](=[O:29])[CH3:28])=[N:10][C:11]([CH:24]=[CH2:25])=[C:12]([C:14]2[CH:19]=[CH:18][C:17]([O:20][CH3:21])=[CH:16][C:15]=2C=C)[N:13]=1)[C:2]1[CH:7]=[CH:6][CH:5]=[CH:4][CH:3]=1, predict the reaction product. The product is: [CH2:1]([C:8]1[C:9]([NH:26][C:27](=[O:29])[CH3:28])=[N:10][C:11]2[CH:24]=[CH:25][C:15]3[CH:16]=[C:17]([O:20][CH3:21])[CH:18]=[CH:19][C:14]=3[C:12]=2[N:13]=1)[C:2]1[CH:7]=[CH:6][CH:5]=[CH:4][CH:3]=1. (2) Given the reactants [NH2:1][NH:2][C:3]([C:5]1[C:10]([N+:11]([O-:13])=[O:12])=[CH:9][CH:8]=[CH:7][N:6]=1)=[NH:4].[NH2:14][NH:15][C:16]([C:18]1[C:23]([NH2:24])=[CH:22][CH:21]=[CH:20][N:19]=1)=[NH:17].[Br:25][C:26]1[CH:27]=[CH:28][C:29]([OH:34])=[C:30]([CH:33]=1)[CH:31]=O.S([O-])(O)=O.[Na+], predict the reaction product. The product is: [Br:25][C:26]1[CH:27]=[CH:28][C:29]([OH:34])=[C:30]([C:31]2[NH:1][N:2]=[C:3]([C:5]3[C:10]([N+:11]([O-:13])=[O:12])=[CH:9][CH:8]=[CH:7][N:6]=3)[N:4]=2)[CH:33]=1.[Br:25][C:26]1[CH:27]=[CH:28][C:29]([OH:34])=[C:30]([C:31]2[NH:14][N:15]=[C:16]([C:18]3[C:23]([NH2:24])=[CH:22][CH:21]=[CH:20][N:19]=3)[N:17]=2)[CH:33]=1. (3) Given the reactants Br[C:2]1[CH:3]=[C:4]2[C:9](=[CH:10][CH:11]=1)[C:8](=[O:12])[NH:7][N:6]=[CH:5]2.[CH3:13][O:14][C:15]1[CH:22]=[CH:21][C:18]([CH2:19][NH2:20])=[CH:17][CH:16]=1.C1C=CC(P(C2C(C3C(P(C4C=CC=CC=4)C4C=CC=CC=4)=CC=C4C=3C=CC=C4)=C3C(C=CC=C3)=CC=2)C2C=CC=CC=2)=CC=1.CC([O-])(C)C.[Na+], predict the reaction product. The product is: [CH3:13][O:14][C:15]1[CH:22]=[CH:21][C:18]([CH2:19][NH:20][C:2]2[CH:3]=[C:4]3[C:9](=[CH:10][CH:11]=2)[C:8](=[O:12])[NH:7][N:6]=[CH:5]3)=[CH:17][CH:16]=1. (4) Given the reactants C([N:8](C(OC(C)(C)C)=O)[C:9]1[CH:14]=[N:13][C:12]([C@@H:15]2[CH2:20][CH2:19][CH2:18][C@H:17]([O:21][CH3:22])[CH2:16]2)=[CH:11][N:10]=1)(OC(C)(C)C)=O.Cl, predict the reaction product. The product is: [CH3:22][O:21][C@H:17]1[CH2:18][CH2:19][CH2:20][C@@H:15]([C:12]2[N:13]=[CH:14][C:9]([NH2:8])=[N:10][CH:11]=2)[CH2:16]1.